This data is from Full USPTO retrosynthesis dataset with 1.9M reactions from patents (1976-2016). The task is: Predict the reactants needed to synthesize the given product. (1) Given the product [CH2:6]([NH:13][CH2:3][CH:2]([F:5])[F:1])[C:7]1[CH:12]=[CH:11][CH:10]=[CH:9][CH:8]=1, predict the reactants needed to synthesize it. The reactants are: [F:1][CH:2]([F:5])[CH2:3]Cl.[CH2:6]([NH2:13])[C:7]1[CH:12]=[CH:11][CH:10]=[CH:9][CH:8]=1.[Br-].[K+].C(N(CC)CC)C.Cl. (2) Given the product [F:1][C:2]1[CH:7]=[CH:6][C:5]([C@@H:8]([O:26][Si:27]([CH3:32])([CH3:33])[C:28]([CH3:29])([CH3:30])[CH3:31])[CH2:9][S:10][C@H:11]([C@H:42]([NH:41][C:38]2[CH:37]=[CH:36][C:35]([I:34])=[CH:40][CH:39]=2)[C:43]2[CH:44]=[CH:45][C:46]([O:47][Si:48]([CH3:53])([CH3:54])[C:49]([CH3:52])([CH3:51])[CH3:50])=[CH:55][CH:56]=2)[C:12]([N:14]2[C@@H:18]([C:19]3[CH:20]=[CH:21][CH:22]=[CH:23][CH:24]=3)[CH2:17][O:16][C:15]2=[O:25])=[O:13])=[CH:4][CH:3]=1, predict the reactants needed to synthesize it. The reactants are: [F:1][C:2]1[CH:7]=[CH:6][C:5]([C@@H:8]([O:26][Si:27]([CH3:33])([CH3:32])[C:28]([CH3:31])([CH3:30])[CH3:29])[CH2:9][S:10][CH2:11][C:12]([N:14]2[C@@H:18]([C:19]3[CH:24]=[CH:23][CH:22]=[CH:21][CH:20]=3)[CH2:17][O:16][C:15]2=[O:25])=[O:13])=[CH:4][CH:3]=1.[I:34][C:35]1[CH:40]=[CH:39][C:38]([N:41]=[CH:42][C:43]2[CH:56]=[CH:55][C:46]([O:47][Si:48]([CH3:54])([CH3:53])[C:49]([CH3:52])([CH3:51])[CH3:50])=[CH:45][CH:44]=2)=[CH:37][CH:36]=1.C(N(C(C)C)C(C)C)C.C[Si](Cl)(C)C.C(O)(=O)C(C(C(O)=O)O)O. (3) Given the product [CH2:17]([O:19][C:20]([C:22]1[CH:27]=[CH:26][C:25]([C:2]2[CH:7]=[CH:6][C:5]([C:8]3[O:12][N:11]=[C:10]([CH3:13])[C:9]=3[C:14]([OH:16])=[O:15])=[CH:4][CH:3]=2)=[CH:24][CH:23]=1)=[O:21])[CH3:18], predict the reactants needed to synthesize it. The reactants are: Br[C:2]1[CH:7]=[CH:6][C:5]([C:8]2[O:12][N:11]=[C:10]([CH3:13])[C:9]=2[C:14]([OH:16])=[O:15])=[CH:4][CH:3]=1.[CH2:17]([O:19][C:20]([C:22]1[CH:27]=[CH:26][C:25](B(O)O)=[CH:24][CH:23]=1)=[O:21])[CH3:18].